Dataset: Catalyst prediction with 721,799 reactions and 888 catalyst types from USPTO. Task: Predict which catalyst facilitates the given reaction. (1) Reactant: [OH-].[Na+].CO.C([O:7][C:8]([C:10]1[C:14]([CH2:15][CH2:16][C:17]2[CH:22]=[CH:21][C:20]([Br:23])=[CH:19][CH:18]=2)=[C:13]([CH3:24])[S:12][C:11]=1[N:25]1[C:33](=[O:34])[C:32]2[C:27](=[CH:28][CH:29]=[CH:30][CH:31]=2)[C:26]1=[O:35])=[O:9])C.Cl. Product: [Br:23][C:20]1[CH:21]=[CH:22][C:17]([CH2:16][CH2:15][C:14]2[C:10]([C:8]([OH:9])=[O:7])=[C:11]([N:25]3[C:33](=[O:34])[C:32]4[C:27](=[CH:28][CH:29]=[CH:30][CH:31]=4)[C:26]3=[O:35])[S:12][C:13]=2[CH3:24])=[CH:18][CH:19]=1. The catalyst class is: 6. (2) Reactant: [C:1]([O:5][NH:6][C:7]([C@:9]1([OH:45])[C@H:14]([NH:15][S:16]([C:19]2[CH:24]=[CH:23][C:22]([O:25][CH2:26][C:27]3[C:36]4[C:31](=[CH:32][CH:33]=[CH:34][CH:35]=4)[N:30]=[C:29]([CH3:37])[CH:28]=3)=[CH:21][CH:20]=2)(=[O:18])=[O:17])[CH2:13][CH2:12][N:11](C(OC(C)(C)C)=O)[CH2:10]1)=[O:8])([CH3:4])([CH3:3])[CH3:2].FC(F)(F)C(O)=O. Product: [C:1]([O:5][NH:6][C:7]([C@:9]1([OH:45])[C@H:14]([NH:15][S:16]([C:19]2[CH:24]=[CH:23][C:22]([O:25][CH2:26][C:27]3[C:36]4[C:31](=[CH:32][CH:33]=[CH:34][CH:35]=4)[N:30]=[C:29]([CH3:37])[CH:28]=3)=[CH:21][CH:20]=2)(=[O:18])=[O:17])[CH2:13][CH2:12][NH:11][CH2:10]1)=[O:8])([CH3:4])([CH3:3])[CH3:2]. The catalyst class is: 2. (3) Reactant: [OH:1][CH2:2][C:3]1[S:7][C:6]([C:8]([O:10]C)=[O:9])=[CH:5][CH:4]=1.N1C=CC=CC=1.[CH:18]([Si:21](Cl)([CH:25]([CH3:27])[CH3:26])[CH:22]([CH3:24])[CH3:23])([CH3:20])[CH3:19].O. Product: [CH:18]([Si:21]([CH:25]([CH3:27])[CH3:26])([CH:22]([CH3:24])[CH3:23])[O:1][CH2:2][C:3]1[S:7][C:6]([C:8]([OH:10])=[O:9])=[CH:5][CH:4]=1)([CH3:20])[CH3:19]. The catalyst class is: 3. (4) Reactant: [Br:1][C:2]1[C:7](I)=[CH:6][N:5]=[C:4]([N:9]([CH2:19][C:20]2[CH:25]=[CH:24][C:23]([O:26][CH3:27])=[CH:22][CH:21]=2)[CH2:10][C:11]2[CH:16]=[CH:15][C:14]([O:17][CH3:18])=[CH:13][CH:12]=2)[CH:3]=1.[CH2:28]([Sn](CCCC)(CCCC)C=C)[CH2:29]CC.[F-].[K+]. Product: [Br:1][C:2]1[C:7]([CH:28]=[CH2:29])=[CH:6][N:5]=[C:4]([N:9]([CH2:19][C:20]2[CH:25]=[CH:24][C:23]([O:26][CH3:27])=[CH:22][CH:21]=2)[CH2:10][C:11]2[CH:16]=[CH:15][C:14]([O:17][CH3:18])=[CH:13][CH:12]=2)[CH:3]=1. The catalyst class is: 109. (5) Reactant: C(Cl)(=O)C(Cl)=O.CS(C)=O.[CH3:11][C:12]1[N:22]=[C:15]2[C:16]([CH2:20][OH:21])=[CH:17][CH:18]=[CH:19][N:14]2[N:13]=1.C(N(CC)CC)C. Product: [CH3:11][C:12]1[N:22]=[C:15]2[C:16]([CH:20]=[O:21])=[CH:17][CH:18]=[CH:19][N:14]2[N:13]=1. The catalyst class is: 4. (6) Reactant: Br[C:2]1[CH:3]=[C:4]([N:22]([CH2:29][CH3:30])[CH:23]2[CH2:28][CH2:27][O:26][CH2:25][CH2:24]2)[C:5]([CH3:21])=[C:6]([CH:20]=1)[C:7]([NH:9][CH2:10][C:11]1[C:12](=[O:19])[NH:13][C:14]([CH3:18])=[CH:15][C:16]=1[CH3:17])=[O:8].[F:31][C:32]1[CH:33]=[C:34](B(O)O)[CH:35]=[CH:36][C:37]=1[CH:38]=[O:39].C([O-])([O-])=O.[Na+].[Na+]. Product: [CH3:17][C:16]1[CH:15]=[C:14]([CH3:18])[NH:13][C:12](=[O:19])[C:11]=1[CH2:10][NH:9][C:7]([C:6]1[CH:20]=[C:2]([C:34]2[CH:35]=[CH:36][C:37]([CH:38]=[O:39])=[C:32]([F:31])[CH:33]=2)[CH:3]=[C:4]([N:22]([CH2:29][CH3:30])[CH:23]2[CH2:28][CH2:27][O:26][CH2:25][CH2:24]2)[C:5]=1[CH3:21])=[O:8]. The catalyst class is: 70. (7) The catalyst class is: 83. Reactant: [C:1]([O:5][C:6]([NH:8][CH:9]([O:19]C(=O)CCCCC)[C@H:10]([CH3:18])[CH2:11][CH2:12][C:13]1[S:14][CH:15]=[CH:16][CH:17]=1)=[O:7])([CH3:4])([CH3:3])[CH3:2].[OH-].[Na+]. Product: [C:1]([O:5][C:6]([NH:8][CH:9]([OH:19])[C@H:10]([CH3:18])[CH2:11][CH2:12][C:13]1[S:14][CH:15]=[CH:16][CH:17]=1)=[O:7])([CH3:4])([CH3:2])[CH3:3].